This data is from Reaction yield outcomes from USPTO patents with 853,638 reactions. The task is: Predict the reaction yield, written as a fraction of the theoretical maximum amount of product (1.0 means a 100% yield; for example, 0.34 means a 34% yield). (1) The reactants are [F:1][C:2]([F:38])([F:37])[C:3]1[CH:4]=[C:5]([CH:30]=[C:31]([C:33]([F:36])([F:35])[F:34])[CH:32]=1)[CH2:6][N:7]([CH2:14][C:15]1[C:16]([N:21]([CH2:24][CH:25]2[CH2:29][CH2:28][CH2:27][CH2:26]2)[CH2:22][CH3:23])=[N:17][CH:18]=[CH:19][CH:20]=1)[C:8]1[N:9]=[N:10][N:11]([CH3:13])[N:12]=1.[N+:39]([O-])([OH:41])=[O:40].[OH-].[Na+]. The catalyst is OS(O)(=O)=O. The product is [F:34][C:33]([F:36])([F:35])[C:31]1[CH:30]=[C:5]([CH:4]=[C:3]([C:2]([F:37])([F:1])[F:38])[CH:32]=1)[CH2:6][N:7]([CH2:14][C:15]1[C:16]([N:21]([CH2:24][CH:25]2[CH2:29][CH2:28][CH2:27][CH2:26]2)[CH2:22][CH3:23])=[N:17][CH:18]=[C:19]([N+:39]([O-:41])=[O:40])[CH:20]=1)[C:8]1[N:9]=[N:10][N:11]([CH3:13])[N:12]=1. The yield is 0.690. (2) The reactants are [CH3:1][O:2][C:3]1[CH:4]=[C:5]2[C:10](=[CH:11][C:12]=1[O:13][CH3:14])[N:9]=[CH:8][C:7]([C:15]#[N:16])=[C:6]2[CH3:17].[Li+].C[Si]([N-][Si](C)(C)C)(C)C.[N:28]1([C:33]([C:35]2[CH:36]=[C:37]([O:41][CH:42]3[CH2:47][CH2:46][N:45]([C:48]([O-:50])=[O:49])[CH2:44][CH2:43]3)[CH:38]=[N:39][CH:40]=2)=O)C=CN=C1. The catalyst is C1COCC1. The product is [NH2:16][C:15]1[N:28]=[C:33]([C:35]2[CH:36]=[C:37]([O:41][CH:42]3[CH2:43][CH2:44][N:45]([C:48]([O:50][C:5]([CH3:10])([CH3:6])[CH3:4])=[O:49])[CH2:46][CH2:47]3)[CH:38]=[N:39][CH:40]=2)[CH:17]=[C:6]2[C:7]=1[CH:8]=[N:9][C:10]1[CH:11]=[C:12]([O:13][CH3:14])[C:3]([O:2][CH3:1])=[CH:4][C:5]2=1. The yield is 0.650. (3) The reactants are [OH-].[Li+].[C:3]([NH:6][C:7]1[N:8]=[CH:9][C:10]2[C:15]([CH:16]=1)=[CH:14][C:13]([NH:17][CH:18]([C:23]1[CH:28]=[CH:27][C:26]([O:29][CH:30]([CH3:32])[CH3:31])=[C:25]([O:33][CH2:34][CH3:35])[CH:24]=1)[C:19]([O:21]C)=[O:20])=[CH:12][CH:11]=2)(=[O:5])[CH3:4]. The catalyst is O1CCCC1.O. The product is [C:3]([NH:6][C:7]1[N:8]=[CH:9][C:10]2[C:15]([CH:16]=1)=[CH:14][C:13]([NH:17][CH:18]([C:23]1[CH:28]=[CH:27][C:26]([O:29][CH:30]([CH3:32])[CH3:31])=[C:25]([O:33][CH2:34][CH3:35])[CH:24]=1)[C:19]([OH:21])=[O:20])=[CH:12][CH:11]=2)(=[O:5])[CH3:4]. The yield is 1.00.